Dataset: Forward reaction prediction with 1.9M reactions from USPTO patents (1976-2016). Task: Predict the product of the given reaction. (1) Given the reactants [CH:1](=O)[C:2]1[C:3](=[CH:5][CH:6]=[CH:7][CH:8]=1)[OH:4].[CH:10]([NH:13][OH:14])([CH3:12])[CH3:11], predict the reaction product. The product is: [OH:4][C:3]1[CH:5]=[CH:6][CH:7]=[CH:8][C:2]=1/[CH:1]=[N+:13](\[O-:14])/[CH:10]([CH3:12])[CH3:11]. (2) Given the reactants C[O:2][C:3]1[C:8]2[NH:9][C:10]([C:12]3[S:13][CH:14]=[CH:15][CH:16]=3)=[N:11][C:7]=2[C:6]([C:17]([NH:19][CH2:20][CH2:21][C:22]2[N:26]([CH3:27])[CH:25]=[N:24][CH:23]=2)=[O:18])=[CH:5][CH:4]=1.B(Br)(Br)Br, predict the reaction product. The product is: [OH:2][C:3]1[C:8]2[NH:9][C:10]([C:12]3[S:13][CH:14]=[CH:15][CH:16]=3)=[N:11][C:7]=2[C:6]([C:17]([NH:19][CH2:20][CH2:21][C:22]2[N:26]([CH3:27])[CH:25]=[N:24][CH:23]=2)=[O:18])=[CH:5][CH:4]=1. (3) Given the reactants C(OC(=O)[NH:5][CH:6]1[CH2:12][CH2:11][CH2:10][CH2:9][N:8]2[C:13](=[O:24])[C:14]([Br:23])=[C:15]([C:17]3[CH:22]=[CH:21][N:20]=[CH:19][N:18]=3)[N:16]=[C:7]12)C.Br, predict the reaction product. The product is: [NH2:5][CH:6]1[CH2:12][CH2:11][CH2:10][CH2:9][N:8]2[C:13](=[O:24])[C:14]([Br:23])=[C:15]([C:17]3[CH:22]=[CH:21][N:20]=[CH:19][N:18]=3)[N:16]=[C:7]12. (4) Given the reactants [Br:1][C:2]1[CH:3]=[C:4]2[C:9](=[CH:10][CH:11]=1)[N:8]=[CH:7][C:6]([N+:12]([O-:14])=[O:13])=[C:5]2[CH2:15][C:16]1[CH:21]=[CH:20][C:19]([C:22]([CH3:26])([CH3:25])[C:23]#[N:24])=[CH:18][CH:17]=1.S([O-])([O-])(=[O:29])=S.[Na+].[Na+], predict the reaction product. The product is: [Br:1][C:2]1[CH:3]=[C:4]2[C:9](=[CH:10][CH:11]=1)[N:8]=[CH:7][C:6]([N+:12]([O-:14])=[O:13])=[C:5]2[C:15]([C:16]1[CH:21]=[CH:20][C:19]([C:22]([CH3:26])([CH3:25])[C:23]#[N:24])=[CH:18][CH:17]=1)=[O:29]. (5) The product is: [CH2:35]([O:34][CH2:33][C@H:15]([NH:14][C:10](=[O:12])[CH2:9][N:7]1[CH2:6][CH:5]([CH3:13])[O:4][CH:3]([CH3:2])[CH2:8]1)[C:16]([NH:18][C:19]1[CH:24]=[CH:23][C:22]([O:25][C:26]2[CH:31]=[CH:30][C:29]([F:32])=[CH:28][CH:27]=2)=[CH:21][CH:20]=1)=[O:17])[C:36]1[CH:41]=[CH:40][CH:39]=[CH:38][CH:37]=1. Given the reactants Cl.[CH3:2][CH:3]1[CH2:8][N:7]([CH2:9][C:10]([OH:12])=O)[CH2:6][CH:5]([CH3:13])[O:4]1.[NH2:14][C@@H:15]([CH2:33][O:34][CH2:35][C:36]1[CH:41]=[CH:40][CH:39]=[CH:38][CH:37]=1)[C:16]([NH:18][C:19]1[CH:24]=[CH:23][C:22]([O:25][C:26]2[CH:31]=[CH:30][C:29]([F:32])=[CH:28][CH:27]=2)=[CH:21][CH:20]=1)=[O:17], predict the reaction product. (6) Given the reactants [CH3:1][S:2][CH:3]([S:8][CH3:9])[CH2:4][CH2:5][S:6][CH3:7].C([Li])CCC.[C:15](=[O:17])=[O:16].[OH-].[K+], predict the reaction product. The product is: [CH3:1][S:2][C:3]([S:8][CH3:9])([CH2:4][CH2:5][S:6][CH3:7])[C:15]([OH:17])=[O:16]. (7) Given the reactants FC(F)(F)C(O)=O.[CH2:8]([NH:12][C:13]1[NH:21][C:20]2[C:16]([N:17]=[C:18]([O:22][CH3:23])[N:19]=2)=[C:15]([NH2:24])[N:14]=1)[CH2:9][CH2:10][CH3:11].C(=O)([O-])[O-].[K+].[K+].Br[CH2:32][CH2:33][CH2:34][CH2:35]Cl.[NH:37]1[CH2:42][CH2:41][CH2:40][CH2:39][CH2:38]1.C(N(CC)CC)C, predict the reaction product. The product is: [CH2:8]([NH:12][C:13]1[N:21]=[C:20]2[C:16]([N:17]=[C:18]([O:22][CH3:23])[N:19]2[CH2:32][CH2:33][CH2:34][CH2:35][N:37]2[CH2:42][CH2:41][CH2:40][CH2:39][CH2:38]2)=[C:15]([NH2:24])[N:14]=1)[CH2:9][CH2:10][CH3:11]. (8) Given the reactants C(OCC)C.C(=O)(O)[O-].[Na+].Cl.Br[C:13]1[CH:18]=[CH:17][N:16]=[CH:15][CH:14]=1.[S:19]1[C:23]([Sn](C)(C)C)=[CH:22][N:21]=[CH:20]1, predict the reaction product. The product is: [S:19]1[C:23]([C:13]2[CH:18]=[CH:17][N:16]=[CH:15][CH:14]=2)=[CH:22][N:21]=[CH:20]1.